This data is from Catalyst prediction with 721,799 reactions and 888 catalyst types from USPTO. The task is: Predict which catalyst facilitates the given reaction. (1) Reactant: [CH3:1][N:2]([CH3:16])[C:3](=[O:15])[CH:4]([OH:14])[CH2:5][NH:6]C(=O)OC(C)(C)C.C(O)(C(F)(F)F)=O. Product: [NH2:6][CH2:5][CH:4]([OH:14])[C:3]([N:2]([CH3:16])[CH3:1])=[O:15]. The catalyst class is: 2. (2) Reactant: [Cl:1][C:2]1[N:7]=[C:6]([C:8]([N:10]([CH2:12][CH3:13])[NH2:11])=[O:9])[C:5]([NH:14][C:15]([C:17]2[N:18]([C:23]3[C:28]([Cl:29])=[CH:27][CH:26]=[CH:25][N:24]=3)[N:19]=[C:20]([Br:22])[CH:21]=2)=[O:16])=[C:4]([CH3:30])[CH:3]=1.Cl[C:32]([O:34][CH3:35])=[O:33]. Product: [CH3:35][O:34][C:32]([NH:11][N:10]([C:8]([C:6]1[C:5]([NH:14][C:15]([C:17]2[N:18]([C:23]3[C:28]([Cl:29])=[CH:27][CH:26]=[CH:25][N:24]=3)[N:19]=[C:20]([Br:22])[CH:21]=2)=[O:16])=[C:4]([CH3:30])[CH:3]=[C:2]([Cl:1])[N:7]=1)=[O:9])[CH2:12][CH3:13])=[O:33]. The catalyst class is: 17. (3) Reactant: [CH2:1]([C:5]1[N:9]2[C:10]3[CH:17]=[C:16]([C:18]4[CH:23]=[CH:22][CH:21]=[CH:20][CH:19]=4)[C:15]([C:24]4[CH:29]=[CH:28][C:27]([C:30]5([NH:34]C(=O)OC(C)(C)C)[CH2:33][CH2:32][CH2:31]5)=[CH:26][CH:25]=4)=[N:14][C:11]=3[O:12][CH2:13][C:8]2=[N:7][N:6]=1)[CH:2]([CH3:4])[CH3:3].C(O)(C(F)(F)F)=O. Product: [CH2:1]([C:5]1[N:9]2[C:10]3[CH:17]=[C:16]([C:18]4[CH:23]=[CH:22][CH:21]=[CH:20][CH:19]=4)[C:15]([C:24]4[CH:25]=[CH:26][C:27]([C:30]5([NH2:34])[CH2:33][CH2:32][CH2:31]5)=[CH:28][CH:29]=4)=[N:14][C:11]=3[O:12][CH2:13][C:8]2=[N:7][N:6]=1)[CH:2]([CH3:4])[CH3:3]. The catalyst class is: 4. (4) Reactant: [Cl:1][C:2]1[C:7]([OH:8])=[C:6]([F:9])[C:5]([CH3:10])=[CH:4][CH:3]=1.C1OCCOCCOCCOCCOCCOC1.CC(C)([O-])C.[K+].[Cl:35][C:36]1[CH:41]=[C:40]([C:42]#[N:43])[CH:39]=[C:38](Cl)[N:37]=1. Product: [Cl:35][C:36]1[CH:41]=[C:40]([C:42]#[N:43])[CH:39]=[C:38]([O:8][C:7]2[C:2]([Cl:1])=[CH:3][CH:4]=[C:5]([CH3:10])[C:6]=2[F:9])[N:37]=1. The catalyst class is: 1. (5) Reactant: [C:1]([CH:8]([CH2:12][CH2:13][CH2:14][CH2:15][CH2:16][NH2:17])C(O)=O)([O:3][C:4](C)(C)C)=[O:2].CO.C[Si](C=[N+]=[N-])(C)C. Product: [CH3:4][O:3][C:1](=[O:2])[CH2:8][CH2:12][CH2:13][CH2:14][CH2:15][CH2:16][NH2:17]. The catalyst class is: 48.